Dataset: Reaction yield outcomes from USPTO patents with 853,638 reactions. Task: Predict the reaction yield, written as a fraction of the theoretical maximum amount of product (1.0 means a 100% yield; for example, 0.34 means a 34% yield). (1) The product is [CH3:7][C:8]1[C:12]([C:13]([N:43]2[C:31]3([C:28]4[CH:29]=[CH:30][C:25]([O:24][CH2:23][CH2:22][N:16]5[CH2:17][CH2:18][O:19][CH2:20][CH2:21]5)=[CH:26][CH:27]=4)[CH2:36][N:35]4[CH:37]=[CH:38][CH:39]=[C:34]4[C:33](=[O:40])[N:32]3[CH2:41][CH2:42]2)=[O:15])=[CH:11][O:10][N:9]=1. The reactants are C(Cl)(=O)C(Cl)=O.[CH3:7][C:8]1[C:12]([C:13]([OH:15])=O)=[CH:11][O:10][N:9]=1.[N:16]1([CH2:22][CH2:23][O:24][C:25]2[CH:30]=[CH:29][C:28]([C:31]34[NH:43][CH2:42][CH2:41][N:32]3[C:33](=[O:40])[C:34]3[N:35]([CH:37]=[CH:38][CH:39]=3)[CH2:36]4)=[CH:27][CH:26]=2)[CH2:21][CH2:20][O:19][CH2:18][CH2:17]1.O. The catalyst is CN(C=O)C.C(Cl)Cl.N1C=CC=CC=1. The yield is 0.360. (2) The reactants are [Cl:1][C:2]1[C:3]2[CH:10]=[C:9]([C:11]3[C:20]4[C:15](=[CH:16][CH:17]=[CH:18][CH:19]=4)[CH:14]=[CH:13][CH:12]=3)[N:8](S(C3C=CC=CC=3)(=O)=O)[C:4]=2[N:5]=[CH:6][N:7]=1.[OH-].[Na+]. The catalyst is C1COCC1.CO. The product is [Cl:1][C:2]1[C:3]2[CH:10]=[C:9]([C:11]3[C:20]4[C:15](=[CH:16][CH:17]=[CH:18][CH:19]=4)[CH:14]=[CH:13][CH:12]=3)[NH:8][C:4]=2[N:5]=[CH:6][N:7]=1. The yield is 0.650.